Dataset: Full USPTO retrosynthesis dataset with 1.9M reactions from patents (1976-2016). Task: Predict the reactants needed to synthesize the given product. (1) Given the product [F:15][C:16]1[CH:21]=[CH:20][C:19]([CH2:22][N:23]2[CH:7]=[CH:6][C:5]3[C:10](=[CH:11][CH:12]=[CH:13][C:4]=3[N+:1]([O-:3])=[O:2])[C:9]2=[O:14])=[CH:18][CH:17]=1, predict the reactants needed to synthesize it. The reactants are: [N+:1]([C:4]1[CH:13]=[CH:12][CH:11]=[C:10]2[C:5]=1[CH:6]=[CH:7]O[C:9]2=[O:14])([O-:3])=[O:2].[F:15][C:16]1[CH:21]=[CH:20][C:19]([CH2:22][NH2:23])=[CH:18][CH:17]=1.CO. (2) Given the product [F:1][CH:2]([CH2:16][CH2:17][N:18]1[CH:22]=[C:21]([C:23]([O:25][CH3:26])=[O:24])[N:20]=[N:19]1)[CH2:3][N:4]1[CH:8]=[C:7]([C:9]([OH:11])=[O:10])[N:6]=[N:5]1, predict the reactants needed to synthesize it. The reactants are: [F:1][CH:2]([CH2:16][CH2:17][N:18]1[CH:22]=[C:21]([C:23]([O:25][CH3:26])=[O:24])[N:20]=[N:19]1)[CH2:3][N:4]1[CH:8]=[C:7]([C:9]([O:11]C(C)(C)C)=[O:10])[N:6]=[N:5]1. (3) Given the product [CH3:23][O:22][C:18]1[CH:17]=[C:16]([CH:21]=[CH:20][CH:19]=1)[CH2:15][O:14][C:10]1[CH:11]=[CH:12][CH:13]=[C:4]([C:3]([OH:24])=[O:2])[C:5]=1[C:6]([OH:8])=[O:7], predict the reactants needed to synthesize it. The reactants are: C[O:2][C:3](=[O:24])[C:4]1[C:5](=[C:10]([O:14][CH2:15][C:16]2[CH:21]=[CH:20][CH:19]=[C:18]([O:22][CH3:23])[CH:17]=2)[CH:11]=[CH:12][CH:13]=1)[C:6]([O:8]C)=[O:7].[OH-].[Na+]. (4) The reactants are: [C:1]([C:5]1[CH:13]=[CH:12][C:8]([C:9](Cl)=[O:10])=[CH:7][CH:6]=1)([CH3:4])([CH3:3])[CH3:2].[S-:14][C:15]#[N:16].[NH4+].C(OCC)(=O)C. Given the product [C:1]([C:5]1[CH:13]=[CH:12][C:8]([C:9]([N:16]=[C:15]=[S:14])=[O:10])=[CH:7][CH:6]=1)([CH3:4])([CH3:3])[CH3:2], predict the reactants needed to synthesize it. (5) The reactants are: C(N(CC)CC)C.N1C2C(=NC=CC=2)N(O)N=1.C(Cl)CCl.Cl.[NH2:23][C@H:24]1[CH2:28][CH2:27][CH2:26][C@H:25]1[OH:29].[N:30]1[N:31]([C:35]2[CH:43]=[CH:42][CH:41]=[CH:40][C:36]=2[C:37](O)=[O:38])[N:32]=[CH:33][CH:34]=1. Given the product [OH:29][C@H:25]1[CH2:26][CH2:27][CH2:28][C@@H:24]1[NH:23][C:37](=[O:38])[C:36]1[CH:40]=[CH:41][CH:42]=[CH:43][C:35]=1[N:31]1[N:32]=[CH:33][CH:34]=[N:30]1, predict the reactants needed to synthesize it. (6) Given the product [CH:12]12[N:15]([CH2:16][CH2:17][NH:18][C:1](=[O:6])[CH:2]=[N:3][OH:4])[CH:9]([CH2:14][CH2:13]1)[CH2:10][CH2:11]2, predict the reactants needed to synthesize it. The reactants are: [C:1]([O:6]CC)(=O)[CH:2]=[N:3][OH:4].[CH:9]12[N:15]([CH2:16][CH2:17][NH2:18])[CH:12]([CH2:13][CH2:14]1)[CH2:11][CH2:10]2. (7) Given the product [OH:24][C:20]1[C:19]([O:26][CH3:27])=[C:18]([O:17][CH3:16])[CH:23]=[CH:22][C:21]=1[C:6]([C:5]1[CH:4]=[C:3]([O:2][CH3:1])[C:11]([O:12][CH3:13])=[C:10]([O:14][CH3:15])[CH:9]=1)=[O:7], predict the reactants needed to synthesize it. The reactants are: [CH3:1][O:2][C:3]1[CH:4]=[C:5]([CH:9]=[C:10]([O:14][CH3:15])[C:11]=1[O:12][CH3:13])[C:6](Cl)=[O:7].[CH3:16][O:17][C:18]1[CH:23]=[CH:22][CH:21]=[C:20]([O:24]C)[C:19]=1[O:26][CH3:27].[Cl-].[Al+3].[Cl-].[Cl-].COC1C=CC(OC)=CC=1C(C1C=C(OC)C=C(OC)C=1)=O. (8) Given the product [CH2:1]([O:3][C:4]([C:6]1[N:11]2[N:12]=[C:13]([NH:15][C:16]([NH:18][CH2:19][CH3:20])=[O:17])[N:14]=[C:10]2[CH:9]=[C:8]([C:31]2[CH:32]=[N:27][CH:28]=[N:29][CH:30]=2)[CH:7]=1)=[O:5])[CH3:2], predict the reactants needed to synthesize it. The reactants are: [CH2:1]([O:3][C:4]([C:6]1[N:11]2[N:12]=[C:13]([NH:15][C:16]([NH:18][CH2:19][CH3:20])=[O:17])[N:14]=[C:10]2[CH:9]=[C:8](Br)[CH:7]=1)=[O:5])[CH3:2].C([O-])(=O)C.[Na+].[N:27]1[CH:32]=[C:31](B(O)O)[CH:30]=[N:29][CH:28]=1.O. (9) Given the product [Cl:24][C:21]1[CH:20]=[CH:19][C:18]([C:16]([C:13]2[CH:12]=[CH:11][C:10]([CH2:9][N:3]3[CH:7]=[CH:6][N:5]=[CH:4]3)=[CH:15][CH:14]=2)=[O:17])=[CH:23][CH:22]=1, predict the reactants needed to synthesize it. The reactants are: [H-].[Na+].[NH:3]1[CH:7]=[CH:6][N:5]=[CH:4]1.Br[CH2:9][C:10]1[CH:15]=[CH:14][C:13]([C:16]([C:18]2[CH:23]=[CH:22][C:21]([Cl:24])=[CH:20][CH:19]=2)=[O:17])=[CH:12][CH:11]=1. (10) Given the product [Cl:1][C:2]1[CH:3]=[C:4]([C:9]2[CH:10]=[C:11]([C:29]([NH2:33])=[O:31])[C:12]3[NH:13][C:14]4[CH:15]=[C:16]([N:22]5[CH2:23][CH2:24][N:25]([CH3:28])[CH2:26][CH2:27]5)[CH:17]=[CH:18][C:19]=4[C:20]=3[N:21]=2)[CH:5]=[CH:6][C:7]=1[OH:8], predict the reactants needed to synthesize it. The reactants are: [Cl:1][C:2]1[CH:3]=[C:4]([C:9]2[CH:10]=[C:11]([C:29]([O:31]C)=O)[C:12]3[NH:13][C:14]4[CH:15]=[C:16]([N:22]5[CH2:27][CH2:26][N:25]([CH3:28])[CH2:24][CH2:23]5)[CH:17]=[CH:18][C:19]=4[C:20]=3[N:21]=2)[CH:5]=[CH:6][C:7]=1[OH:8].[NH3:33].